Dataset: Catalyst prediction with 721,799 reactions and 888 catalyst types from USPTO. Task: Predict which catalyst facilitates the given reaction. (1) The catalyst class is: 2. Reactant: [NH2:1][C:2]1[CH:3]=[C:4]([CH:17]=[CH:18][CH:19]=1)[O:5][C:6]1[C:15]2[C:10](=[CH:11][CH:12]=[CH:13][CH:14]=2)[NH:9][C:8](=[O:16])[CH:7]=1.CO.C([BH3-])#N.[N:25]1[CH:30]=[CH:29][CH:28]=[C:27]([CH:31]=O)[CH:26]=1. Product: [N:25]1[CH:30]=[CH:29][CH:28]=[C:27]([CH2:31][NH:1][C:2]2[CH:3]=[C:4]([CH:17]=[CH:18][CH:19]=2)[O:5][C:6]2[C:15]3[C:10](=[CH:11][CH:12]=[CH:13][CH:14]=3)[NH:9][C:8](=[O:16])[CH:7]=2)[CH:26]=1. (2) Reactant: [F:1][C:2]1[C:3]([OH:21])=[C:4]([CH:15]=[C:16]([N+:18]([O-])=O)[CH:17]=1)[CH2:5][N:6]([CH3:14])C(=O)OC(C)(C)C.[CH3:22][O:23][CH2:24][C@H:25](O)[CH3:26].C1(P(C2C=CC=CC=2)C2C=CC=CC=2)C=CC=CC=1.CC(OC(/N=N/C(OC(C)C)=O)=O)C.[Cl-:61].[NH4+]. Product: [ClH:61].[ClH:61].[F:1][C:2]1[CH:17]=[C:16]([CH:15]=[C:4]([CH2:5][NH:6][CH3:14])[C:3]=1[O:21][C@@H:25]([CH3:26])[CH2:24][O:23][CH3:22])[NH2:18]. The catalyst class is: 324.